This data is from Peptide-MHC class II binding affinity with 134,281 pairs from IEDB. The task is: Regression. Given a peptide amino acid sequence and an MHC pseudo amino acid sequence, predict their binding affinity value. This is MHC class II binding data. (1) The peptide sequence is GMMVLKIVRNMEKYQ. The MHC is DRB1_0802 with pseudo-sequence DRB1_0802. The binding affinity (normalized) is 0.710. (2) The peptide sequence is VYMDAVFEYTIDCDG. The MHC is HLA-DQA10303-DQB10402 with pseudo-sequence HLA-DQA10303-DQB10402. The binding affinity (normalized) is 0. (3) The peptide sequence is LTQRGSVLR. The MHC is DRB1_0101 with pseudo-sequence DRB1_0101. The binding affinity (normalized) is 0. (4) The peptide sequence is RNITGTSSTPEAVSL. The MHC is HLA-DPA10103-DPB10201 with pseudo-sequence HLA-DPA10103-DPB10201. The binding affinity (normalized) is 0.210. (5) The peptide sequence is WNFAGIEAAASAIQG. The MHC is DRB1_0401 with pseudo-sequence DRB1_0401. The binding affinity (normalized) is 0.662.